From a dataset of Forward reaction prediction with 1.9M reactions from USPTO patents (1976-2016). Predict the product of the given reaction. (1) Given the reactants [Cl:1][C:2]1[CH:3]=[C:4]([C:8]2[CH:13]=[C:12]([C:14](=[O:36])[NH:15][CH2:16][CH2:17][CH2:18][CH2:19][CH2:20][CH2:21][O:22][C:23](=[O:35])[NH:24][C:25]3[C:34]4[C:29](=[CH:30][CH:31]=[CH:32][CH:33]=4)[CH:28]=[CH:27][CH:26]=3)[CH:11]=[C:10]([C:37]3[CH:42]=[CH:41][CH:40]=[C:39]([Cl:43])[CH:38]=3)[C:9]=2[OH:44])[CH:5]=[CH:6][CH:7]=1.C([O-])([O-])=O.[K+].[K+].Br[CH2:52][C:53]([O:55][CH3:56])=[O:54], predict the reaction product. The product is: [CH3:56][O:55][C:53](=[O:54])[CH2:52][O:44][C:9]1[C:8]([C:4]2[CH:5]=[CH:6][CH:7]=[C:2]([Cl:1])[CH:3]=2)=[CH:13][C:12]([C:14](=[O:36])[NH:15][CH2:16][CH2:17][CH2:18][CH2:19][CH2:20][CH2:21][O:22][C:23](=[O:35])[NH:24][C:25]2[C:34]3[C:29](=[CH:30][CH:31]=[CH:32][CH:33]=3)[CH:28]=[CH:27][CH:26]=2)=[CH:11][C:10]=1[C:37]1[CH:42]=[CH:41][CH:40]=[C:39]([Cl:43])[CH:38]=1. (2) Given the reactants CS(C)=O.Cl.Cl.Cl.Cl.[NH2:9][CH2:10][CH2:11][CH2:12][NH:13][CH2:14][CH2:15][CH2:16][CH2:17][NH:18][CH2:19][CH2:20][CH2:21][NH2:22], predict the reaction product. The product is: [NH2:22][CH2:21][CH2:20][CH2:19][NH:18][CH2:17][CH2:16][CH2:15][CH2:14][NH:13][CH2:12][CH2:11][CH2:10][NH2:9]. (3) Given the reactants P12(SP3(SP(SP(S3)(S1)=S)(=S)S2)=S)=S.C(N)=O.[C:18]([C:21]1[CH:26]=[CH:25][C:24]([C:27](=[O:30])[CH2:28]Br)=[CH:23][CH:22]=1)(=O)[CH3:19].[CH:31]([NH2:33])=[S:32].[OH-].[Na+], predict the reaction product. The product is: [S:32]1[CH:19]=[C:18]([C:21]2[CH:26]=[CH:25][C:24]([C:27](=[O:30])[CH3:28])=[CH:23][CH:22]=2)[N:33]=[CH:31]1. (4) Given the reactants [F:1][CH2:2][CH2:3][CH2:4][OH:5].[C:6]1(P([C:6]2[CH:11]=[CH:10][CH:9]=[CH:8][CH:7]=2)[C:6]2[CH:11]=[CH:10][CH:9]=[CH:8][CH:7]=2)[CH:11]=[CH:10][CH:9]=[CH:8][CH:7]=1.N(C([O:35][CH:36]([CH3:38])[CH3:37])=O)=NC([O:35][CH:36]([CH3:38])[CH3:37])=O, predict the reaction product. The product is: [F:1][CH2:2][CH2:3][CH2:4][O:5][C:11]1[CH:10]=[C:37]2[C:8]([CH2:9][CH2:38][C:36]2=[O:35])=[CH:7][CH:6]=1. (5) Given the reactants Br[C:2]1[CH:3]=[CH:4][CH:5]=[C:6]2[C:10]=1[C:9](=[O:11])[CH:8]([CH3:12])[CH2:7]2.[C:13]1(B(O)O)[C:22]2[C:17](=[CH:18][CH:19]=[CH:20][CH:21]=2)[CH:16]=[CH:15][CH:14]=1.C(=O)([O-])[O-].[Na+].[Na+].O, predict the reaction product. The product is: [CH3:12][CH:8]1[CH2:7][C:6]2[C:10](=[C:2]([C:21]3[C:22]4[C:17](=[CH:16][CH:15]=[CH:14][CH:13]=4)[CH:18]=[CH:19][CH:20]=3)[CH:3]=[CH:4][CH:5]=2)[C:9]1=[O:11]. (6) Given the reactants Br[C:2]1[C:3]([CH2:17][CH3:18])=[C:4]([C:9]2[CH:10]=[N:11][C:12]([O:15][CH3:16])=[CH:13][CH:14]=2)[CH:5]=[N:6][C:7]=1[NH2:8].[OH:19][C:20]1[CH:25]=[CH:24][C:23](B(O)O)=[CH:22][CH:21]=1.C([O-])([O-])=O.[K+].[K+], predict the reaction product. The product is: [NH2:8][C:7]1[N:6]=[CH:5][C:4]([C:9]2[CH:10]=[N:11][C:12]([O:15][CH3:16])=[CH:13][CH:14]=2)=[C:3]([CH2:17][CH3:18])[C:2]=1[C:23]1[CH:24]=[CH:25][C:20]([OH:19])=[CH:21][CH:22]=1. (7) Given the reactants [C:1]([O:5][C:6]([N:8]1[CH2:13][CH2:12][C:11]2[C:14]3[CH:20]=[CH:19][C:18](I)=[CH:17][C:15]=3[O:16][C:10]=2[CH2:9]1)=[O:7])([CH3:4])([CH3:3])[CH3:2].CC1C=CC2C=CC3C=CC(C)=NC=3C=2N=1.[F:38][C:39]1[CH:40]=[C:41]([SH:46])[CH:42]=[C:43]([F:45])[CH:44]=1.CC(C)([O-])C.[Na+], predict the reaction product. The product is: [C:1]([O:5][C:6]([N:8]1[CH2:13][CH2:12][C:11]2[C:14]3[CH:20]=[CH:19][C:18]([S:46][C:41]4[CH:42]=[C:43]([F:45])[CH:44]=[C:39]([F:38])[CH:40]=4)=[CH:17][C:15]=3[O:16][C:10]=2[CH2:9]1)=[O:7])([CH3:4])([CH3:3])[CH3:2]. (8) Given the reactants [C:1]([O:4][CH2:5][CH2:6][N:7]1[CH2:12][CH2:11][N:10]([C:13]2[CH:22]=[C:21]([CH2:23][CH2:24][CH3:25])[C:16]([C:17]([NH:19][CH3:20])=[O:18])=[CH:15][N:14]=2)[CH2:9][CH2:8]1)(=[O:3])[CH3:2].[C:37]([O:36][C:34](O[C:34]([O:36][C:37]([CH3:40])([CH3:39])[CH3:38])=[O:35])=[O:35])([CH3:40])([CH3:39])[CH3:38], predict the reaction product. The product is: [C:1]([O:4][CH2:5][CH2:6][N:7]1[CH2:8][CH2:9][N:10]([C:13]2[CH:22]=[C:21]([CH2:23][CH2:24][CH3:25])[C:16]([C:17]([N:19]([CH3:20])[C:34](=[O:35])[O:36][C:37]([CH3:38])([CH3:39])[CH3:40])=[O:18])=[CH:15][N:14]=2)[CH2:11][CH2:12]1)(=[O:3])[CH3:2]. (9) Given the reactants C([Sn](CCCC)(CCCC)[C:6]1[N:7]=[CH:8][N:9]([C:11]([C:24]2[CH:29]=[CH:28][CH:27]=[CH:26][CH:25]=2)([C:18]2[CH:23]=[CH:22][CH:21]=[CH:20][CH:19]=2)[C:12]2[CH:17]=[CH:16][CH:15]=[CH:14][CH:13]=2)[CH:10]=1)CCC.[F:38][C:39]1[CH:40]=[CH:41][C:42]([C:45]2[N:49]=[C:48]([C:50]3[CH:55]=[C:54]([F:56])[CH:53]=[C:52](Br)[CH:51]=3)[O:47][N:46]=2)=[N:43][CH:44]=1, predict the reaction product. The product is: [F:38][C:39]1[CH:40]=[CH:41][C:42]([C:45]2[N:49]=[C:48]([C:50]3[CH:51]=[C:52]([C:6]4[N:7]=[CH:8][N:9]([C:11]([C:12]5[CH:17]=[CH:16][CH:15]=[CH:14][CH:13]=5)([C:24]5[CH:25]=[CH:26][CH:27]=[CH:28][CH:29]=5)[C:18]5[CH:19]=[CH:20][CH:21]=[CH:22][CH:23]=5)[CH:10]=4)[CH:53]=[C:54]([F:56])[CH:55]=3)[O:47][N:46]=2)=[N:43][CH:44]=1. (10) Given the reactants CCN(CC)CC.O[C@@H:9]([CH3:26])[C@@H:10]([NH:14][C:15]([O:17][CH2:18][CH2:19][CH2:20][CH2:21][CH2:22][CH2:23][CH2:24][CH3:25])=[O:16])[C:11]([OH:13])=[O:12].CN(C(ON1N=NC2C=CC=CC1=2)=[N+](C)C)C.F[P-](F)(F)(F)(F)F, predict the reaction product. The product is: [CH2:18]([O:17][C:15](=[O:16])[NH:14][C@H:10]1[C:11](=[O:13])[O:12][C@H:9]1[CH3:26])[CH2:19][CH2:20][CH2:21][CH2:22][CH2:23][CH2:24][CH3:25].